Dataset: Reaction yield outcomes from USPTO patents with 853,638 reactions. Task: Predict the reaction yield, written as a fraction of the theoretical maximum amount of product (1.0 means a 100% yield; for example, 0.34 means a 34% yield). (1) The reactants are [Si]([O:8][C:9]1[C:10]([F:24])=[C:11]([CH:16]([CH2:22][CH3:23])[CH2:17][C:18]([O:20][CH3:21])=[O:19])[CH:12]=[C:13]([F:15])[CH:14]=1)(C(C)(C)C)(C)C.[F-].[K+]. The catalyst is CN(C=O)C. The product is [F:24][C:10]1[C:9]([OH:8])=[CH:14][C:13]([F:15])=[CH:12][C:11]=1[CH:16]([CH2:22][CH3:23])[CH2:17][C:18]([O:20][CH3:21])=[O:19]. The yield is 0.830. (2) The reactants are [Cl:1][C:2]1[CH:3]=[C:4]2[C:8](=[C:9]([NH:11][CH:12]3[CH2:16][CH2:15][CH2:14][CH2:13]3)[CH:10]=1)[NH:7][C:6]([C:17]1[S:18][CH2:19][C@@H:20]([CH2:22][C:23]([OH:25])=O)[N:21]=1)=[CH:5]2.[NH:26]1[CH2:31][CH2:30][O:29][CH2:28][CH2:27]1.C(Cl)CCl.C1C=CC2N(O)N=NC=2C=1.C(=O)(O)[O-].[Na+]. The catalyst is CN(C)C=O. The product is [Cl:1][C:2]1[CH:3]=[C:4]2[C:8](=[C:9]([NH:11][CH:12]3[CH2:16][CH2:15][CH2:14][CH2:13]3)[CH:10]=1)[NH:7][C:6]([C:17]1[S:18][CH2:19][C@@H:20]([CH2:22][C:23]([N:26]3[CH2:31][CH2:30][O:29][CH2:28][CH2:27]3)=[O:25])[N:21]=1)=[CH:5]2. The yield is 0.370.